This data is from Forward reaction prediction with 1.9M reactions from USPTO patents (1976-2016). The task is: Predict the product of the given reaction. Given the reactants [NH:1]([C:3]([O:5][CH2:6][CH3:7])=[O:4])[NH2:2].[CH:8]1[CH:13]=[CH:12][C:11](/[CH:14]=[CH:15]/[CH:16]=O)=[CH:10][CH:9]=1, predict the reaction product. The product is: [C:11]1(/[CH:14]=[CH:15]/[CH:16]=[N:2]/[NH:1][C:3]([O:5][CH2:6][CH3:7])=[O:4])[CH:12]=[CH:13][CH:8]=[CH:9][CH:10]=1.